This data is from hERG Central: cardiac toxicity at 1µM, 10µM, and general inhibition. The task is: Predict hERG channel inhibition at various concentrations. (1) The compound is CCN(CC)CCNC(=O)CCc1c(C)nc2c(c(C)nn2-c2ccc(C)cc2)c1C. Results: hERG_inhib (hERG inhibition (general)): blocker. (2) The drug is O=C(Cn1ncc2c3ccccc3n(Cc3ccc(F)cc3)c2c1=O)N1CCC2(CC1)OCCO2. Results: hERG_inhib (hERG inhibition (general)): blocker. (3) The molecule is Cc1ccc2nc(COc3ccc(N(C)S(=O)(=O)c4ccccc4)cc3)cc(=O)n2c1. Results: hERG_inhib (hERG inhibition (general)): blocker. (4) The molecule is CCCCc1ccc(-n2c(Cc3cccs3)n[nH]c2=S)cc1. Results: hERG_inhib (hERG inhibition (general)): blocker. (5) The compound is Cl.Nc1nc(N2CCN(c3ccccn3)CC2)nc2ccccc12. Results: hERG_inhib (hERG inhibition (general)): blocker. (6) The compound is O=C(c1cc(F)ccc1F)C1CCCN(Cc2cccn2-c2ccccn2)C1. Results: hERG_inhib (hERG inhibition (general)): blocker. (7) The drug is CCn1c(C(=O)NCCCN2CCc3ccccc3C2)cc2sccc21. Results: hERG_inhib (hERG inhibition (general)): blocker. (8) The drug is CCOc1cc(C=O)cc(Br)c1OCC(=O)NCCc1ccccc1. Results: hERG_inhib (hERG inhibition (general)): blocker. (9) The molecule is COc1cccc(-c2nc(C(=O)NCCCN3CCOCC3)cc3c2[nH]c2ccccc23)c1. Results: hERG_inhib (hERG inhibition (general)): blocker. (10) The molecule is Cc1cc(-c2ccc(C)c(S(=O)(=O)N3CCN(c4ccc([N+](=O)[O-])cc4)CC3)c2)on1. Results: hERG_inhib (hERG inhibition (general)): blocker.